Dataset: Catalyst prediction with 721,799 reactions and 888 catalyst types from USPTO. Task: Predict which catalyst facilitates the given reaction. (1) Reactant: [CH3:1][O:2][C:3]([C:5]1[NH:6][CH:7]=[CH:8][CH:9]=1)=[O:4].[Cl-].[Cl-].[Cl-].[Al+3].[C:14](Cl)([CH3:17])([CH3:16])[CH3:15]. Product: [C:14]([C:7]1[NH:6][C:5]([C:3]([O:2][CH3:1])=[O:4])=[CH:9][CH:8]=1)([CH3:17])([CH3:16])[CH3:15]. The catalyst class is: 534. (2) Reactant: [Cl-].[CH3:2][O:3][C:4]([C@@H:6]1[CH2:10][C@@H:9]([O:11][C:12]2[C:21]3[C:16](=[CH:17][CH:18]=[C:19]([CH:22]=[CH2:23])[CH:20]=3)[CH:15]=[CH:14][N:13]=2)[CH2:8][NH2+:7]1)=[O:5].[NH:24]([C:32]([O:34][C:35]([CH3:38])([CH3:37])[CH3:36])=[O:33])[C@H:25]([C:29](O)=[O:30])[CH:26]([CH3:28])[CH3:27].CCN(C(C)C)C(C)C.CN(C(ON1N=NC2C=CC=CC1=2)=[N+](C)C)C.[B-](F)(F)(F)F. Product: [C:35]([O:34][C:32]([NH:24][C@H:25]([C:29]([N:7]1[CH2:8][C@H:9]([O:11][C:12]2[C:21]3[C:16](=[CH:17][CH:18]=[C:19]([CH:22]=[CH2:23])[CH:20]=3)[CH:15]=[CH:14][N:13]=2)[CH2:10][C@H:6]1[C:4]([O:3][CH3:2])=[O:5])=[O:30])[CH:26]([CH3:27])[CH3:28])=[O:33])([CH3:37])([CH3:38])[CH3:36]. The catalyst class is: 3. (3) Reactant: [Br:1][C:2]1[CH:25]=[CH:24][C:5]2[C:6]([NH:15][C@@H:16]([C:20]([F:23])([F:22])[F:21])[CH:17]([CH3:19])[CH3:18])=[N:7][C:8]3[C:13]([C:4]=2[CH:3]=1)=[C:12](Cl)[N:11]=[CH:10][CH:9]=3.C1C[O:29]CC1. Product: [Br:1][C:2]1[CH:25]=[CH:24][C:5]2[C:6]([NH:15][C@@H:16]([C:20]([F:23])([F:22])[F:21])[CH:17]([CH3:19])[CH3:18])=[N:7][C:8]3[CH:9]=[CH:10][NH:11][C:12](=[O:29])[C:13]=3[C:4]=2[CH:3]=1. The catalyst class is: 818.